This data is from Forward reaction prediction with 1.9M reactions from USPTO patents (1976-2016). The task is: Predict the product of the given reaction. (1) Given the reactants O1C=CC(C2C=C(C3N4C=C(N[CH:22]5[CH2:27][CH2:26][CH:25]([OH:28])[CH2:24][CH2:23]5)C=CC4=NC=3)C=CN=2)=C1.[Cl:29][C:30]1[CH:35]=[C:34]([C:36]2[N:40]3[CH:41]=[C:42]([NH:45]C4CCC(O)CC4)[CH:43]=[CH:44][C:39]3=[N:38][CH:37]=2)[CH:33]=[CH:32][N:31]=1.[CH:53]1([OH:59])[CH2:58][CH2:57][CH2:56]CC1, predict the reaction product. The product is: [Cl:29][C:30]1[CH:35]=[C:34]([C:36]2[N:40]3[CH:41]=[C:42]([NH:45][CH:23]4[CH2:22][CH2:27][CH2:26][CH:25]([OH:28])[CH2:24]4)[CH:43]=[CH:44][C:39]3=[N:38][CH:37]=2)[CH:33]=[C:32]([C:57]2[CH:58]=[CH:53][O:59][CH:56]=2)[N:31]=1. (2) The product is: [C:27]([O:31][C:32](=[O:43])[NH:33][CH2:34][CH2:35][CH:36]([NH:42][C:20](=[O:21])[C:19]1[CH:23]=[CH:24][C:25]([CH3:26])=[C:17]([NH:16][C:14]([C:8]2[C:9](=[O:13])[NH:10][C:11]3[C:6]([CH:7]=2)=[CH:5][N:4]=[C:3]([O:2][CH3:1])[CH:12]=3)=[O:15])[CH:18]=1)[C:37]1[CH:41]=[CH:40][S:39][CH:38]=1)([CH3:30])([CH3:28])[CH3:29]. Given the reactants [CH3:1][O:2][C:3]1[CH:12]=[C:11]2[C:6]([CH:7]=[C:8]([C:14]([NH:16][C:17]3[CH:18]=[C:19]([CH:23]=[CH:24][C:25]=3[CH3:26])[C:20](O)=[O:21])=[O:15])[C:9](=[O:13])[NH:10]2)=[CH:5][N:4]=1.[C:27]([O:31][C:32](=[O:43])[NH:33][CH2:34][CH2:35][CH:36]([NH2:42])[C:37]1[CH:41]=[CH:40][S:39][CH:38]=1)([CH3:30])([CH3:29])[CH3:28], predict the reaction product. (3) Given the reactants [CH:1]1([C:6]2[CH:7]=[C:8]([CH:11]=[CH:12][C:13]=2[O:14][CH3:15])[CH:9]=O)[CH2:5][CH2:4][CH2:3][CH2:2]1.[CH3:16][C:17]1[C:25]([Cl:26])=[CH:24][CH:23]=[C:22]2[C:18]=1[CH2:19][C:20](=[O:27])[NH:21]2, predict the reaction product. The product is: [Cl:26][C:25]1[C:17]([CH3:16])=[C:18]2[C:22](=[CH:23][CH:24]=1)[NH:21][C:20](=[O:27])[C:19]2=[CH:9][C:8]1[CH:11]=[CH:12][C:13]([O:14][CH3:15])=[C:6]([CH:1]2[CH2:5][CH2:4][CH2:3][CH2:2]2)[CH:7]=1. (4) Given the reactants [Cl:1][C:2]1[C:3]([F:45])=[C:4]([C@H:8]2[C@H:12]([C:13](=[O:24])[NH:14][CH2:15][CH2:16][C@H:17]3[CH2:21]O[C:19]([CH3:23])([CH3:22])[O:18]3)[NH:11][C@@H:10]([CH2:25][C:26]([CH3:34])([CH3:33])[CH2:27]OS(C)(=O)=O)[C@@:9]2([C:37]2[CH:42]=[CH:41][C:40]([Cl:43])=[CH:39][C:38]=2[F:44])[C:35]#[N:36])[CH:5]=[CH:6][CH:7]=1.C([O-])([O-])=O.[Cs+].[Cs+].[OH2:52], predict the reaction product. The product is: [CH3:22][C:19]1([CH3:23])[O:18][C@@H:17]([CH2:16][CH2:15][NH:14][C:13]([CH:12]2[N:11]3[CH:10]([CH2:25][C:26]([CH3:33])([CH3:34])[CH2:27]3)[C:9]([C:37]3[CH:42]=[CH:41][C:40]([Cl:43])=[CH:39][C:38]=3[F:44])([C:35]#[N:36])[CH:8]2[C:4]2[CH:5]=[CH:6][CH:7]=[C:2]([Cl:1])[C:3]=2[F:45])=[O:24])[CH2:21][O:52]1. (5) The product is: [Br:11][C:7]1[C:6]2[N:1]=[CH:2][NH:3][C:4](=[O:10])[C:5]=2[NH:9][CH:8]=1. Given the reactants [N:1]1[C:6]2[CH:7]=[CH:8][NH:9][C:5]=2[C:4](=[O:10])[NH:3][CH:2]=1.[Br:11]N1C(=O)CCC1=O, predict the reaction product. (6) Given the reactants O.[C:2](=[O:5])([O-])[O-:3].[K+].[K+].[C:8]([C:10]1[CH:15]=[CH:14][C:13]([CH:16]2[N:21]3[N:22]=[C:23]([N:25]4C(=O)[C:32]5[C:27](=[CH:28][CH:29]=[CH:30][CH:31]=5)[C:26]4=[O:35])[N:24]=[C:20]3[N:19]([C:36]3[CH:41]=[CH:40][CH:39]=[C:38]([C:42]([F:45])([F:44])[F:43])[CH:37]=3)[C:18]([CH3:46])=[C:17]2[C:47]#[N:48])=[CH:12][CH:11]=1)#[N:9].Cl, predict the reaction product. The product is: [C:47]([C:17]1[CH:16]([C:13]2[CH:14]=[CH:15][C:10]([C:8]#[N:9])=[CH:11][CH:12]=2)[N:21]2[N:22]=[C:23]([NH:25][C:26]([C:27]3[CH:32]=[CH:31][CH:30]=[CH:29][C:28]=3[C:2]([OH:3])=[O:5])=[O:35])[N:24]=[C:20]2[N:19]([C:36]2[CH:41]=[CH:40][CH:39]=[C:38]([C:42]([F:44])([F:43])[F:45])[CH:37]=2)[C:18]=1[CH3:46])#[N:48]. (7) Given the reactants [Br:1][C:2]1[CH:7]=[CH:6][C:5]([N:8]2[C:19]3[C:11](=[CH:12][C:13]4[S:17][CH:16]=[N:15][C:14]=4[C:18]=3[F:20])[NH:10][C:9]2=[O:21])=[C:4]([Cl:22])[CH:3]=1.C(N(CC)CC)C.[CH:30]1([S:33](Cl)(=[O:35])=[O:34])[CH2:32][CH2:31]1, predict the reaction product. The product is: [Br:1][C:2]1[CH:7]=[CH:6][C:5]([N:8]2[C:19]3[C:11](=[CH:12][C:13]4[S:17][CH:16]=[N:15][C:14]=4[C:18]=3[F:20])[N:10]([S:33]([CH:30]3[CH2:32][CH2:31]3)(=[O:35])=[O:34])[C:9]2=[O:21])=[C:4]([Cl:22])[CH:3]=1. (8) Given the reactants CCN(C(C)C)[CH:4]([CH3:6])[CH3:5].CN(C(O[N:18]1N=N[C:20]2[CH:21]=[CH:22][CH:23]=[N:24][C:19]1=2)=[N+](C)C)C.F[P-](F)(F)(F)(F)F.C(OC(=O)[NH:40][CH2:41][CH2:42][NH:43][CH:44]1[CH2:49][CH2:48][CH:47]([N:50]2[C:55](=[O:56])[C:54]3[CH:57]=[C:58]([F:61])[CH:59]=[N:60][C:53]=3[N:52]([CH:62]3[CH2:67][CH2:66][S:65][CH2:64][CH2:63]3)[C:51]2=[O:68])[CH2:46][CH2:45]1)(C)(C)C.CN(C=[O:74])C, predict the reaction product. The product is: [NH2:40][CH2:41][CH2:42][N:43]([C@H:44]1[CH2:45][CH2:46][C@@H:47]([N:50]2[C:55](=[O:56])[C:54]3[CH:57]=[C:58]([F:61])[CH:59]=[N:60][C:53]=3[N:52]([CH:62]3[CH2:67][CH2:66][S:65][CH2:64][CH2:63]3)[C:51]2=[O:68])[CH2:48][CH2:49]1)[C:5]([C:4]1[N:18]=[C:19]2[CH:20]=[CH:21][CH:22]=[CH:23][N:24]2[CH:6]=1)=[O:74]. (9) Given the reactants Cl[CH2:2][C:3]1[CH:8]=[CH:7][C:6]([CH2:9][CH2:10][CH3:11])=[CH:5][C:4]=1[O:12][CH3:13].[OH:14][C:15]1[CH:24]=[C:23]2[C:18]([CH:19]=[C:20]([CH:25]=[O:26])[CH2:21][O:22]2)=[CH:17][CH:16]=1.C([O-])([O-])=O.[K+].[K+].[I-].[Na+], predict the reaction product. The product is: [CH3:13][O:12][C:4]1[CH:5]=[C:6]([CH2:9][CH2:10][CH3:11])[CH:7]=[CH:8][C:3]=1[CH2:2][O:14][C:15]1[CH:24]=[C:23]2[C:18]([CH:19]=[C:20]([CH:25]=[O:26])[CH2:21][O:22]2)=[CH:17][CH:16]=1.